This data is from Reaction yield outcomes from USPTO patents with 853,638 reactions. The task is: Predict the reaction yield, written as a fraction of the theoretical maximum amount of product (1.0 means a 100% yield; for example, 0.34 means a 34% yield). (1) The yield is 0.820. The catalyst is C(OCC)(=O)C. The product is [O:49]=[C:29]1[C:28]([CH2:27][C:24]2[CH:25]=[CH:26][C:21]([C:16]3[CH:17]=[CH:18][CH:19]=[CH:20][C:15]=3[C:13]3[NH:3][C:4](=[O:7])[O:5][N:14]=3)=[CH:22][CH:23]=2)=[C:33]([CH2:34][CH2:35][CH3:36])[N:32]2[N:37]=[CH:38][N:39]=[C:31]2[N:30]1[C@H:40]1[CH2:45][CH2:44][C@H:43]([C:46]([NH2:48])=[O:47])[CH2:42][CH2:41]1. The reactants are [Cl-].O[NH3+:3].[C:4](=[O:7])([O-])[OH:5].[Na+].CS(C)=O.[C:13]([C:15]1[CH:20]=[CH:19][CH:18]=[CH:17][C:16]=1[C:21]1[CH:26]=[CH:25][C:24]([CH2:27][C:28]2[C:29](=[O:49])[N:30]([C@H:40]3[CH2:45][CH2:44][C@H:43]([C:46]([NH2:48])=[O:47])[CH2:42][CH2:41]3)[C:31]3[N:32]([N:37]=[CH:38][N:39]=3)[C:33]=2[CH2:34][CH2:35][CH3:36])=[CH:23][CH:22]=1)#[N:14]. (2) The reactants are Cl.[NH:2]1[CH2:7][CH2:6][CH:5]([C:8]2[N:13]=[C:12]([N:14]3[CH2:19][CH2:18][CH2:17][CH2:16][CH2:15]3)[N:11]=[C:10]([OH:20])[CH:9]=2)[CH2:4][CH2:3]1.[OH:21][C:22]1[CH:23]=[C:24]([CH:27]=[CH:28][C:29]=1[O:30][CH3:31])[CH:25]=O.C(N(CC)CC)C.C(O[BH-](OC(=O)C)OC(=O)C)(=O)C.[Na+]. The catalyst is C(O)(=O)C.ClCCl. The product is [OH:21][C:22]1[CH:23]=[C:24]([CH:27]=[CH:28][C:29]=1[O:30][CH3:31])[CH2:25][N:2]1[CH2:7][CH2:6][CH:5]([C:8]2[N:13]=[C:12]([N:14]3[CH2:15][CH2:16][CH2:17][CH2:18][CH2:19]3)[N:11]=[C:10]([OH:20])[CH:9]=2)[CH2:4][CH2:3]1. The yield is 0.680. (3) The reactants are [Br:1][C:2]1[CH:7]=[C:6]([F:8])[CH:5]=[CH:4][C:3]=1[OH:9].[N+:10]([O-])([O-:12])=[O:11].[Na+]. The catalyst is S(=O)(=O)(O)O.O. The product is [Br:1][C:2]1[CH:7]=[C:6]([F:8])[CH:5]=[C:4]([N+:10]([O-:12])=[O:11])[C:3]=1[OH:9]. The yield is 0.808. (4) The reactants are Cl[C:2]1[CH:7]=[CH:6][C:5]2=[N:8][C:9]([C:11]3[CH:12]=[CH:13][C:14]([CH3:24])=[C:15]([NH:17][C:18](=[O:23])[C:19]([CH3:22])([CH3:21])[CH3:20])[CH:16]=3)=[CH:10][N:4]2[N:3]=1.[F:25][C:26]([F:37])([F:36])[C:27]1[CH:32]=[CH:31][N:30]=[CH:29][C:28]=1B(O)O.C([O-])([O-])=O.[Na+].[Na+]. The catalyst is Cl[Pd](Cl)([P](C1C=CC=CC=1)(C1C=CC=CC=1)C1C=CC=CC=1)[P](C1C=CC=CC=1)(C1C=CC=CC=1)C1C=CC=CC=1.C(O)(C)C.O. The product is [CH3:20][C:19]([CH3:22])([CH3:21])[C:18]([NH:17][C:15]1[CH:16]=[C:11]([C:9]2[N:8]=[C:5]3[N:4]([CH:10]=2)[N:3]=[C:2]([C:28]2[CH:29]=[N:30][CH:31]=[CH:32][C:27]=2[C:26]([F:37])([F:36])[F:25])[CH:7]=[CH:6]3)[CH:12]=[CH:13][C:14]=1[CH3:24])=[O:23]. The yield is 0.250.